From a dataset of Forward reaction prediction with 1.9M reactions from USPTO patents (1976-2016). Predict the product of the given reaction. (1) Given the reactants [S:1]=[C:2]1[C:7]([C:8]#[N:9])=[CH:6][CH:5]=[CH:4][NH:3]1.[Br:10]Br, predict the reaction product. The product is: [Br:10][C:8]1[C:7]2[C:2](=[N:3][CH:4]=[CH:5][CH:6]=2)[S:1][N:9]=1. (2) Given the reactants [H-].[Al+3].[Li+].[H-].[H-].[H-].C([O:9][C:10](=O)[C:11]([OH:30])([C:26]([F:29])([F:28])[F:27])[CH2:12][C:13]([C:16]1[C:24]2[O:23][CH2:22][CH2:21][C:20]=2[CH:19]=[C:18]([Br:25])[CH:17]=1)([CH3:15])[CH3:14])C, predict the reaction product. The product is: [Br:25][C:18]1[CH:17]=[C:16]([C:13]([CH3:15])([CH3:14])[CH2:12][C:11]([C:26]([F:29])([F:27])[F:28])([OH:30])[CH2:10][OH:9])[C:24]2[O:23][CH2:22][CH2:21][C:20]=2[CH:19]=1.